Dataset: Full USPTO retrosynthesis dataset with 1.9M reactions from patents (1976-2016). Task: Predict the reactants needed to synthesize the given product. (1) The reactants are: [Cr](Cl)([O-])(=O)=O.[NH+]1C=CC=CC=1.[F:12][C:13]([F:60])([F:59])[C:14]1[CH:15]=[C:16]([C@H:24]([N:26]([CH3:58])[C:27]([N:29]2[CH2:49][CH2:48][C@:32]3([N:36]([C:37]([O:39][CH2:40][C:41]4[CH:46]=[CH:45][CH:44]=[CH:43][CH:42]=4)=[O:38])[CH:35]([OH:47])[CH2:34][CH2:33]3)[CH2:31][C@@H:30]2[C:50]2[CH:55]=[CH:54][C:53]([F:56])=[CH:52][C:51]=2[CH3:57])=[O:28])[CH3:25])[CH:17]=[C:18]([C:20]([F:23])([F:22])[F:21])[CH:19]=1.O. Given the product [F:60][C:13]([F:12])([F:59])[C:14]1[CH:15]=[C:16]([C@H:24]([N:26]([CH3:58])[C:27]([N:29]2[CH2:49][CH2:48][C@:32]3([N:36]([C:37]([O:39][CH2:40][C:41]4[CH:46]=[CH:45][CH:44]=[CH:43][CH:42]=4)=[O:38])[C:35](=[O:47])[CH2:34][CH2:33]3)[CH2:31][C@@H:30]2[C:50]2[CH:55]=[CH:54][C:53]([F:56])=[CH:52][C:51]=2[CH3:57])=[O:28])[CH3:25])[CH:17]=[C:18]([C:20]([F:23])([F:21])[F:22])[CH:19]=1, predict the reactants needed to synthesize it. (2) Given the product [F:17][C:18]1[CH:19]=[C:20]([C@H:24]([NH:26][C:2]2[N:7]=[C:6]([N:8]3[C@@H:12]([CH:13]([CH3:15])[CH3:14])[CH2:11][O:10][C:9]3=[O:16])[CH:5]=[CH:4][N:3]=2)[CH3:25])[CH:21]=[CH:22][CH:23]=1.[F:17][C:18]1[CH:19]=[C:20]([C@@H:24]([NH:26][C:2]2[N:7]=[C:6]([N:8]3[C@@H:12]([CH:13]([CH3:15])[CH3:14])[CH2:11][O:10][C:9]3=[O:16])[CH:5]=[CH:4][N:3]=2)[CH3:25])[CH:21]=[CH:22][CH:23]=1, predict the reactants needed to synthesize it. The reactants are: Cl[C:2]1[N:7]=[C:6]([N:8]2[C@@H:12]([CH:13]([CH3:15])[CH3:14])[CH2:11][O:10][C:9]2=[O:16])[CH:5]=[CH:4][N:3]=1.[F:17][C:18]1[CH:19]=[C:20]([CH:24]([NH2:26])[CH3:25])[CH:21]=[CH:22][CH:23]=1.